This data is from Reaction yield outcomes from USPTO patents with 853,638 reactions. The task is: Predict the reaction yield, written as a fraction of the theoretical maximum amount of product (1.0 means a 100% yield; for example, 0.34 means a 34% yield). (1) The yield is 0.830. The catalyst is CO.[OH-].[Na+]. The product is [NH2:1][C:2]1[C:11]2[N:12]=[C:13]([CH2:32][CH2:33][O:34][CH3:35])[N:14]([CH2:15][CH2:16][CH2:17][NH:18][CH2:19][C:20]3[CH:21]=[C:22]([CH:29]=[CH:30][CH:31]=3)[O:23][CH2:24][C:25]([O:27][CH:28]3[CH2:8][CH2:9][CH2:4][CH2:5]3)=[O:26])[C:10]=2[C:9]2[CH:8]=[CH:7][CH:6]=[CH:5][C:4]=2[N:3]=1. The reactants are [NH2:1][C:2]1[C:11]2[N:12]=[C:13]([CH2:32][CH2:33][O:34][CH3:35])[N:14]([CH2:15][CH2:16][CH2:17][NH:18][CH2:19][C:20]3[CH:21]=[C:22]([CH:29]=[CH:30][CH:31]=3)[O:23][CH2:24][C:25]([O:27][CH3:28])=[O:26])[C:10]=2[C:9]2[CH:8]=[CH:7][CH:6]=[CH:5][C:4]=2[N:3]=1.Cl. (2) The reactants are [Cl:1][C:2]1[C:11]([O:12][CH3:13])=[CH:10][C:9]([Cl:14])=[C:8]2[C:3]=1[CH:4]=[C:5]([C:19]([O:21]CC)=[O:20])[CH:6]([C:15]([F:18])([F:17])[F:16])[O:7]2.C1COCC1.CCO.O[Li].O. The catalyst is O. The product is [Cl:1][C:2]1[C:11]([O:12][CH3:13])=[CH:10][C:9]([Cl:14])=[C:8]2[C:3]=1[CH:4]=[C:5]([C:19]([OH:21])=[O:20])[CH:6]([C:15]([F:17])([F:18])[F:16])[O:7]2. The yield is 0.830. (3) The reactants are [N:1]([C@H:4]1[C@@H:9]([CH3:10])[CH2:8][N:7]([C:11]2[CH:16]=[CH:15][N:14]=[CH:13][C:12]=2[NH:17][C:18](=[O:34])[C:19]2[CH:24]=[CH:23][C:22]([F:25])=[C:21]([C:26]3[C:31]([F:32])=[CH:30][CH:29]=[CH:28][C:27]=3[F:33])[N:20]=2)[CH2:6][C@H:5]1[NH:35][C:36](=[O:42])[O:37][C:38]([CH3:41])([CH3:40])[CH3:39])=[N+:2]=[N-:3].C.[CH:44]#[C:45][CH3:46].C(N(CC)CC)C. The catalyst is O1CCOCC1.[Cu]. The product is [F:32][C:31]1[CH:30]=[CH:29][CH:28]=[C:27]([F:33])[C:26]=1[C:21]1[N:20]=[C:19]([C:18]([NH:17][C:12]2[CH:13]=[N:14][CH:15]=[CH:16][C:11]=2[N:7]2[CH2:8][C@H:9]([CH3:10])[C@H:4]([N:1]3[CH:44]=[C:45]([CH3:46])[N:3]=[N:2]3)[C@H:5]([NH:35][C:36](=[O:42])[O:37][C:38]([CH3:41])([CH3:40])[CH3:39])[CH2:6]2)=[O:34])[CH:24]=[CH:23][C:22]=1[F:25]. The yield is 0.950. (4) The reactants are [C:1]1([C:7]2[N:11]=[C:10]([N:12]3[CH2:17][CH2:16][NH:15][CH2:14][CH2:13]3)[S:9][N:8]=2)[CH:6]=[CH:5][CH:4]=[CH:3][CH:2]=1.C(N(CC)CC)C.[Cl:25][C:26]1[CH:31]=[CH:30][C:29]([N:32]=[C:33]=[O:34])=[CH:28][CH:27]=1. The catalyst is O1CCCC1. The product is [Cl:25][C:26]1[CH:31]=[CH:30][C:29]([NH:32][C:33]([N:15]2[CH2:16][CH2:17][N:12]([C:10]3[S:9][N:8]=[C:7]([C:1]4[CH:2]=[CH:3][CH:4]=[CH:5][CH:6]=4)[N:11]=3)[CH2:13][CH2:14]2)=[O:34])=[CH:28][CH:27]=1. The yield is 0.954. (5) The reactants are C[O:2][C:3](=[O:33])[CH2:4][C:5]([N:7]([C@H:14]1[C:23]2[C:18](=[CH:19][CH:20]=[CH:21][CH:22]=2)[N:17]([C:24](=[O:31])[C:25]2[CH:30]=[CH:29][CH:28]=[CH:27][CH:26]=2)[C@@H:16]([CH3:32])[CH2:15]1)[C:8]1[CH:13]=[CH:12][CH:11]=[CH:10][CH:9]=1)=[O:6].[OH-].[Li+].ClCCl.C(=O)(O)[O-].[Na+]. The catalyst is CO.O. The product is [C:24]([N:17]1[C:18]2[C:23](=[CH:22][CH:21]=[CH:20][CH:19]=2)[C@H:14]([N:7]([C:8]2[CH:13]=[CH:12][CH:11]=[CH:10][CH:9]=2)[C:5](=[O:6])[CH2:4][C:3]([OH:33])=[O:2])[CH2:15][C@@H:16]1[CH3:32])(=[O:31])[C:25]1[CH:30]=[CH:29][CH:28]=[CH:27][CH:26]=1. The yield is 0.333. (6) The reactants are [C:1]([CH2:4][CH2:5][C:6]1[C:14]2[B:13]([OH:15])[O:12][CH2:11][C:10]=2[CH:9]=[CH:8][CH:7]=1)([OH:3])=O.[CH3:16][O:17][C:18]1[CH:23]=[CH:22][C:21]([NH2:24])=[CH:20][CH:19]=1.CCN=C=NCCCN(C)C. The catalyst is C(Cl)Cl. The product is [CH3:16][O:17][C:18]1[CH:23]=[CH:22][C:21]([NH:24][C:1]([CH2:4][CH2:5][C:6]2[C:14]3[B:13]([OH:15])[O:12][CH2:11][C:10]=3[CH:9]=[CH:8][CH:7]=2)=[O:3])=[CH:20][CH:19]=1. The yield is 0.291. (7) The reactants are [CH:1]1([CH:6]=[C:7]([C:18]2[NH:29][C:21]3=[N:22][CH:23]=[C:24]([CH2:26][O:27][CH3:28])[CH:25]=[C:20]3[CH:19]=2)[C:8]2[CH:13]=[CH:12][C:11]([S:14]([CH3:17])(=[O:16])=[O:15])=[CH:10][CH:9]=2)[CH2:5][CH2:4][CH2:3][CH2:2]1. The catalyst is [Pd].CO. The product is [CH:1]1([CH2:6][CH:7]([C:18]2[NH:29][C:21]3=[N:22][CH:23]=[C:24]([CH2:26][O:27][CH3:28])[CH:25]=[C:20]3[CH:19]=2)[C:8]2[CH:13]=[CH:12][C:11]([S:14]([CH3:17])(=[O:16])=[O:15])=[CH:10][CH:9]=2)[CH2:5][CH2:4][CH2:3][CH2:2]1. The yield is 0.194. (8) The reactants are [S:1]1[CH:5]=[CH:4][C:3]([N:6]2[C:14]3[C:9](=[CH:10][CH:11]=[CH:12][CH:13]=3)[C:8](=O)[C:7]2=[O:16])=[CH:2]1.[NH2:17][C:18]1[CH:23]=[CH:22][C:21]([CH3:24])=[CH:20][CH:19]=1. The catalyst is CC(O)=O.CO. The product is [CH3:24][C:21]1[CH:22]=[CH:23][C:18](/[N:17]=[C:8]2/[C:7](=[O:16])[N:6]([C:3]3[CH:4]=[CH:5][S:1][CH:2]=3)[C:14]3[C:9]/2=[CH:10][CH:11]=[CH:12][CH:13]=3)=[CH:19][CH:20]=1. The yield is 0.500. (9) The reactants are [C:1]([O:5][C:6]([N:8]1[CH2:12][CH2:11][C@H:10]([CH:13](C(O)=O)[C:14]([OH:16])=[O:15])[CH2:9]1)=[O:7])([CH3:4])([CH3:3])[CH3:2]. The catalyst is C1(C)C=CC=CC=1.CS(C)=O.CC(OC)(C)C. The product is [C:1]([O:5][C:6]([N:8]1[CH2:12][CH2:11][C@H:10]([CH2:13][C:14]([OH:16])=[O:15])[CH2:9]1)=[O:7])([CH3:4])([CH3:2])[CH3:3]. The yield is 0.920.